From a dataset of Forward reaction prediction with 1.9M reactions from USPTO patents (1976-2016). Predict the product of the given reaction. (1) Given the reactants [BrH:1].[C:2]([C:5]1[CH:10]=[CH:9][CH:8]=[CH:7][N:6]=1)(=[O:4])[CH3:3].[Br-].[Br-].[Br-].[NH+]1C=CC=CC=1.[NH+]1C=CC=CC=1.[NH+]1C=CC=CC=1, predict the reaction product. The product is: [BrH:1].[Br:1][CH2:3][C:2]([C:5]1[CH:10]=[CH:9][CH:8]=[CH:7][N:6]=1)=[O:4]. (2) Given the reactants [OH:1][CH:2]1[CH2:7][CH2:6][NH:5][CH2:4][CH2:3]1.[CH3:8][S:9][C:10](SC)=[N:11][C:12]#[N:13], predict the reaction product. The product is: [C:12]([N:11]=[C:10]([N:5]1[CH2:6][CH2:7][CH:2]([OH:1])[CH2:3][CH2:4]1)[S:9][CH3:8])#[N:13]. (3) Given the reactants [CH3:1][C:2]1[N:7]=C(N)[CH:5]=[CH:4][C:3]=1[N+:9]([O-:11])=[O:10].[H-].[Na+].CI.[CH3:16][N:17]([CH:19]=O)[CH3:18], predict the reaction product. The product is: [CH3:16][N:17]([CH3:18])[C:19]1[CH:5]=[CH:4][C:3]([N+:9]([O-:11])=[O:10])=[C:2]([CH3:1])[N:7]=1. (4) Given the reactants [CH3:1][N:2]([CH2:4][C:5]1[CH:10]=[CH:9][CH:8]=[CH:7][C:6]=1[S:11][C:12]1[CH:17]=[CH:16][C:15]([F:18])=[CH:14][C:13]=1[N+:19]([O-])=O)[CH3:3].Cl[Sn]Cl, predict the reaction product. The product is: [CH3:3][N:2]([CH2:4][C:5]1[CH:10]=[CH:9][CH:8]=[CH:7][C:6]=1[S:11][C:12]1[CH:17]=[CH:16][C:15]([F:18])=[CH:14][C:13]=1[NH2:19])[CH3:1]. (5) Given the reactants [CH3:1][O:2][C:3](=[O:20])[CH:4]([C:10]1[CH:15]=[C:14]([CH:16]=[O:17])[C:13]([OH:18])=[C:12](Br)[CH:11]=1)[CH2:5][C:6]([O:8][CH3:9])=[O:7].[N+:21]([C:24]1[CH:25]=[C:26](B(O)O)[CH:27]=[CH:28][CH:29]=1)([O-:23])=[O:22].C(=O)([O-])[O-].[Na+].[Na+].Cl, predict the reaction product. The product is: [CH3:1][O:2][C:3](=[O:20])[CH:4]([C:10]1[CH:11]=[C:12]([C:28]2[CH:27]=[CH:26][CH:25]=[C:24]([N+:21]([O-:23])=[O:22])[CH:29]=2)[C:13]([OH:18])=[C:14]([CH:16]=[O:17])[CH:15]=1)[CH2:5][C:6]([O:8][CH3:9])=[O:7]. (6) Given the reactants [NH2:1][C:2]1[CH:9]=[CH:8][CH:7]=[CH:6][C:3]=1[CH2:4][NH2:5].C(N(CC)CC)C.[C:17]([O:21][C:22](O[C:22]([O:21][C:17]([CH3:20])([CH3:19])[CH3:18])=[O:23])=[O:23])([CH3:20])([CH3:19])[CH3:18].C([O-])(O)=O.[Na+], predict the reaction product. The product is: [NH2:1][C:2]1[CH:9]=[CH:8][CH:7]=[CH:6][C:3]=1[CH2:4][NH:5][C:22](=[O:23])[O:21][C:17]([CH3:20])([CH3:19])[CH3:18]. (7) Given the reactants [CH3:1][N:2]([CH3:14])[CH:3]1[CH2:8][CH2:7][CH:6]([NH:9][C:10]([NH:12][CH3:13])=[S:11])[CH2:5][CH2:4]1.[CH3:15]I.O.[ClH:18], predict the reaction product. The product is: [CH3:1][N:2]([CH3:14])[C@H:3]1[CH2:4][CH2:5][C@H:6]([NH:9][C:10](=[N:12][CH3:13])[S:11][CH3:15])[CH2:7][CH2:8]1.[ClH:18]. (8) Given the reactants [Cl:1][C:2]1[CH:3]=[C:4]([C:9]2([C:24]([F:27])([F:26])[F:25])[O:13][N:12]=[C:11]([C:14]3[CH:22]=[CH:21][C:17]([C:18]([OH:20])=[O:19])=[C:16]([I:23])[CH:15]=3)[CH2:10]2)[CH:5]=[C:6]([Cl:8])[CH:7]=1.[CH3:28]O, predict the reaction product. The product is: [CH3:28][O:19][C:18](=[O:20])[C:17]1[CH:21]=[CH:22][C:14]([C:11]2[CH2:10][C:9]([C:4]3[CH:5]=[C:6]([Cl:8])[CH:7]=[C:2]([Cl:1])[CH:3]=3)([C:24]([F:26])([F:25])[F:27])[O:13][N:12]=2)=[CH:15][C:16]=1[I:23]. (9) The product is: [C:1]([O:5][C:6]([N:7]1[CH2:19][CH:20]=[CH:21][CH2:9][CH:8]1[C:12]1[CH:13]=[CH:14][C:15]([Br:18])=[CH:16][CH:17]=1)=[O:22])([CH3:2])([CH3:3])[CH3:4]. Given the reactants [C:1]([O:5][C:6](=[O:22])[N:7]([CH2:19][CH:20]=[CH2:21])[CH:8]([C:12]1[CH:17]=[CH:16][C:15]([Br:18])=[CH:14][CH:13]=1)[CH2:9]C=C)([CH3:4])([CH3:3])[CH3:2], predict the reaction product.